This data is from Catalyst prediction with 721,799 reactions and 888 catalyst types from USPTO. The task is: Predict which catalyst facilitates the given reaction. (1) Reactant: [CH:1]([CH:3]=O)=[O:2].[CH2:5]([NH:7][CH2:8][C@@H:9]([C:11]1[CH:16]=[CH:15][CH:14]=[CH:13][CH:12]=1)[OH:10])[CH3:6]. Product: [CH2:5]([N:7]1[CH2:8][C@@H:9]([C:11]2[CH:16]=[CH:15][CH:14]=[CH:13][CH:12]=2)[O:10][C:1](=[O:2])[CH2:3]1)[CH3:6]. The catalyst class is: 11. (2) Reactant: [C:1]([O:5][C:6]([N:8]1[CH2:13][CH2:12][CH:11]([C:14](=[O:26])[CH2:15][CH2:16][CH2:17][C:18]2[CH:23]=[CH:22][C:21]([S:24][CH3:25])=[CH:20][CH:19]=2)[CH2:10][CH2:9]1)=[O:7])([CH3:4])([CH3:3])[CH3:2].[BH4-].[Na+]. Product: [C:1]([O:5][C:6]([N:8]1[CH2:9][CH2:10][CH:11]([CH:14]([OH:26])[CH2:15][CH2:16][CH2:17][C:18]2[CH:23]=[CH:22][C:21]([S:24][CH3:25])=[CH:20][CH:19]=2)[CH2:12][CH2:13]1)=[O:7])([CH3:4])([CH3:3])[CH3:2]. The catalyst class is: 14. (3) Reactant: [CH2:1]([O:3][C:4]1[C:12]2[C:11](=[O:13])[N:10]([C:14]3[C:19]([F:20])=[CH:18][C:17]([CH2:21][C:22]([O:24][CH2:25][CH3:26])=[O:23])=[CH:16][C:15]=3[F:27])[C:9](=[O:28])[C:8]=2[C:7]([O:29][CH2:30][CH3:31])=[C:6]2[CH:32]=[CH:33][CH:34]=[CH:35][C:5]=12)[CH3:2].[BH4-].[Na+]. Product: [CH2:30]([O:29][C:7]1[C:8]2[C:9](=[O:28])[N:10]([C:14]3[C:15]([F:27])=[CH:16][C:17]([CH2:21][C:22]([O:24][CH2:25][CH3:26])=[O:23])=[CH:18][C:19]=3[F:20])[CH:11]([OH:13])[C:12]=2[C:4]([O:3][CH2:1][CH3:2])=[C:5]2[CH:35]=[CH:34][CH:33]=[CH:32][C:6]=12)[CH3:31]. The catalyst class is: 36. (4) Reactant: Cl.CN(C)CCCN=C=NCC.[CH3:13][C:14]1[CH:15]=[CH:16][C:17]([C:20]2[N:24]([C:25]3[CH:26]=[N:27][CH:28]=[CH:29][CH:30]=3)[N:23]=[C:22]([C:31]([OH:33])=O)[CH:21]=2)=[N:18][CH:19]=1.Cl.[CH3:35][N:36]1[CH2:41][CH2:40][NH:39][CH2:38][C:37]1=[O:42].ON1C2C=CC=CC=2N=N1. Product: [CH3:13][C:14]1[CH:15]=[CH:16][C:17]([C:20]2[N:24]([C:25]3[CH:26]=[N:27][CH:28]=[CH:29][CH:30]=3)[N:23]=[C:22]([C:31]([N:39]3[CH2:40][CH2:41][N:36]([CH3:35])[C:37](=[O:42])[CH2:38]3)=[O:33])[CH:21]=2)=[N:18][CH:19]=1. The catalyst class is: 289. (5) Reactant: [O:1]1[C:10]2[C:5](=[CH:6][CH:7]=[CH:8][CH:9]=2)[C@H:4]([NH:11][C:12]([C@@H:14]2[CH2:19][N:18]3[CH2:20][CH2:21][CH2:22][C@@H:17]3[CH2:16][N:15]2C(OC(C)(C)C)=O)=[O:13])[CH2:3][CH2:2]1.C(OCC)(=O)C.Cl.CO.O. Product: [O:1]1[C:10]2[C:5](=[CH:6][CH:7]=[CH:8][CH:9]=2)[C@H:4]([NH:11][C:12]([C@@H:14]2[CH2:19][N:18]3[CH2:20][CH2:21][CH2:22][C@@H:17]3[CH2:16][NH:15]2)=[O:13])[CH2:3][CH2:2]1. The catalyst class is: 13. (6) Reactant: [F:1][C:2]1[CH:3]=[CH:4][C:5]([O:35][CH3:36])=[C:6]([C:8]2[CH:13]=[CH:12][N:11]=[C:10]3[N:14](S(C4C=CC(C)=CC=4)(=O)=O)[C:15]([C:17]4[CH2:22][CH2:21][CH:20]([C:23]#[N:24])[CH2:19][CH:18]=4)=[CH:16][C:9]=23)[CH:7]=1.[OH-].[Na+]. Product: [F:1][C:2]1[CH:3]=[CH:4][C:5]([O:35][CH3:36])=[C:6]([C:8]2[CH:13]=[CH:12][N:11]=[C:10]3[NH:14][C:15]([C:17]4[CH2:22][CH2:21][CH:20]([C:23]#[N:24])[CH2:19][CH:18]=4)=[CH:16][C:9]=23)[CH:7]=1. The catalyst class is: 5.